This data is from Reaction yield outcomes from USPTO patents with 853,638 reactions. The task is: Predict the reaction yield, written as a fraction of the theoretical maximum amount of product (1.0 means a 100% yield; for example, 0.34 means a 34% yield). (1) The reactants are [H-].[Al+3].[Li+].[H-].[H-].[H-].C[O-].[Na+].[CH3:10][C@:11]12[C:19]([C:20]3([CH2:23][C:24]#[C:25][C:26]([OH:35])([C:31]([F:34])([F:33])[F:32])[C:27]([F:30])([F:29])[F:28])[CH2:22][CH2:21]3)=[CH:18][CH2:17][C@H:16]1[C@@H:15]([OH:36])[CH2:14][CH2:13][CH2:12]2. The catalyst is O1CCCC1. The product is [CH3:10][C@:11]12[C:19]([C:20]3([CH2:23]/[CH:24]=[CH:25]/[C:26]([OH:35])([C:31]([F:32])([F:33])[F:34])[C:27]([F:29])([F:30])[F:28])[CH2:22][CH2:21]3)=[CH:18][CH2:17][C@H:16]1[C@@H:15]([OH:36])[CH2:14][CH2:13][CH2:12]2. The yield is 0.870. (2) The reactants are [O:1]1[CH2:5][CH:4]([NH2:6])[CH:3]([NH2:7])[CH2:2]1.Cl.N=[C:10](OC)[C:11]1[C:12]([CH3:22])=[CH:13][C:14]([CH3:21])=[C:15]([CH:20]=1)[C:16]([O:18][CH3:19])=[O:17].C(N(CC)CC)C. The catalyst is C(O)C. The product is [CH3:21][C:14]1[CH:13]=[C:12]([CH3:22])[C:11]([C:10]2[NH:7][CH:3]3[CH2:2][O:1][CH2:5][CH:4]3[N:6]=2)=[CH:20][C:15]=1[C:16]([O:18][CH3:19])=[O:17]. The yield is 0.340. (3) The reactants are [CH:1]([C:3]1[CH:10]=[CH:9][C:6]([C:7]#[N:8])=[CH:5][CH:4]=1)=O.[NH:11]1[CH2:14][CH:13]([C:15]([OH:17])=[O:16])[CH2:12]1.C(O)(=O)C.C(O[BH-](OC(=O)C)OC(=O)C)(=O)C.[Na+]. The catalyst is ClCCl.CO. The product is [C:7]([C:6]1[CH:9]=[CH:10][C:3]([CH2:1][N:11]2[CH2:14][CH:13]([C:15]([OH:17])=[O:16])[CH2:12]2)=[CH:4][CH:5]=1)#[N:8]. The yield is 0.750. (4) The reactants are [OH:1][CH2:2][C:3]1[CH:4]=[C:5]([C:9]2[C:14]([CH3:15])=[C:13]([CH3:16])[C:12]([OH:17])=[C:11]([CH3:18])[C:10]=2[CH3:19])[CH:6]=[CH:7][CH:8]=1.CC1C=CC(S(O[CH2:31][CH2:32][CH2:33][S:34]([CH3:37])(=[O:36])=[O:35])(=O)=O)=CC=1.C(=O)([O-])[O-].[K+].[K+].O. The catalyst is CN(C)C=O. The product is [CH3:19][C:10]1[C:11]([CH3:18])=[C:12]([O:17][CH2:31][CH2:32][CH2:33][S:34]([CH3:37])(=[O:36])=[O:35])[C:13]([CH3:16])=[C:14]([CH3:15])[C:9]=1[C:5]1[CH:6]=[CH:7][CH:8]=[C:3]([CH2:2][OH:1])[CH:4]=1. The yield is 0.850. (5) The reactants are [CH3:1][O:2][C:3]([C:5]1[CH:27]=[C:8]2[NH:9][C:10]([C:20]3[CH:25]=[CH:24][C:23](Br)=[CH:22][CH:21]=3)=[C:11]([CH:14]3[CH2:19][CH2:18][CH2:17][CH2:16][CH2:15]3)[C:12](=[O:13])[N:7]2[N:6]=1)=[O:4].[CH3:28][C:29]1(B(O)O)[CH:33]=[C:32]([CH3:34])[O:31][NH:30]1.P([O-])([O-])([O-])=O.[K+].[K+].[K+]. The catalyst is [Pd].O1CCOCC1.ClCCl. The product is [CH3:1][O:2][C:3]([C:5]1[CH:27]=[C:8]2[NH:9][C:10]([C:20]3[CH:25]=[CH:24][C:23]([C:33]4[C:29]([CH3:28])=[N:30][O:31][C:32]=4[CH3:34])=[CH:22][CH:21]=3)=[C:11]([CH:14]3[CH2:19][CH2:18][CH2:17][CH2:16][CH2:15]3)[C:12](=[O:13])[N:7]2[N:6]=1)=[O:4]. The yield is 0.370.